Dataset: Full USPTO retrosynthesis dataset with 1.9M reactions from patents (1976-2016). Task: Predict the reactants needed to synthesize the given product. (1) Given the product [CH3:39][O:38][C:35]1[CH:36]=[CH:37][C:32]([C:24]2[C:25]([CH3:31])=[C:26]([C:27]([F:28])([F:30])[F:29])[N:21]3[N:20]=[CH:19][C:18]([C:16]([N:13]4[CH2:14][CH2:15][N:10]([C@H:8]([C:4]5[CH:3]=[C:2]([NH:1][C:41](=[O:43])[CH3:42])[CH:7]=[CH:6][CH:5]=5)[CH3:9])[CH2:11][C@H:12]4[CH3:40])=[O:17])=[C:22]3[N:23]=2)=[CH:33][CH:34]=1, predict the reactants needed to synthesize it. The reactants are: [NH2:1][C:2]1[CH:3]=[C:4]([C@@H:8]([N:10]2[CH2:15][CH2:14][N:13]([C:16]([C:18]3[CH:19]=[N:20][N:21]4[C:26]([C:27]([F:30])([F:29])[F:28])=[C:25]([CH3:31])[C:24]([C:32]5[CH:37]=[CH:36][C:35]([O:38][CH3:39])=[CH:34][CH:33]=5)=[N:23][C:22]=34)=[O:17])[C@H:12]([CH3:40])[CH2:11]2)[CH3:9])[CH:5]=[CH:6][CH:7]=1.[C:41](Cl)(=[O:43])[CH3:42]. (2) Given the product [CH3:39][O:38][C:36]([C:34]1[CH:33]=[CH:32][N:31]2[C:19]([C:20]3[CH:21]=[CH:22][CH:23]=[CH:24][CH:25]=3)=[C:18]([C:15]3[CH:14]=[CH:13][C:12]([C:8]4([NH:7][C:6]([O:5][C:1]([CH3:4])([CH3:3])[CH3:2])=[O:28])[CH2:11][CH2:10][CH2:9]4)=[CH:17][CH:16]=3)[N:29]=[C:30]2[CH:35]=1)=[O:37], predict the reactants needed to synthesize it. The reactants are: [C:1]([O:5][C:6](=[O:28])[NH:7][C:8]1([C:12]2[CH:17]=[CH:16][C:15]([C:18](=O)[CH:19](Br)[C:20]3[CH:25]=[CH:24][CH:23]=[CH:22][CH:21]=3)=[CH:14][CH:13]=2)[CH2:11][CH2:10][CH2:9]1)([CH3:4])([CH3:3])[CH3:2].[NH2:29][C:30]1[CH:35]=[C:34]([C:36]([O:38][CH3:39])=[O:37])[CH:33]=[CH:32][N:31]=1. (3) The reactants are: [C:1]([O:5][C:6]([NH:8][CH2:9][C@H:10]1[CH2:15][CH2:14][C@H:13]([C:16]([NH:18][C@H:19]([C:37](=[O:50])[NH:38][C:39]2[CH:44]=[CH:43][C:42]([C:45]3[NH:49][N:48]=[N:47][N:46]=3)=[CH:41][CH:40]=2)[CH2:20][C:21]2[CH:22]=[CH:23][C:24]([CH3:36])=[C:25]([C:27]3[CH:32]=[CH:31][C:30]([C:33](O)=[O:34])=[CH:29][CH:28]=3)[CH:26]=2)=[O:17])[CH2:12][CH2:11]1)=[O:7])([CH3:4])([CH3:3])[CH3:2].[NH2:51][CH:52]1[CH2:57][CH2:56][N:55]([C:58]([O:60][C:61]([CH3:64])([CH3:63])[CH3:62])=[O:59])[CH2:54][CH2:53]1.F[P-](F)(F)(F)(F)F.CN(C(ON1C2=NC=CC=C2N=N1)=[N+](C)C)C.C(N(CC)C(C)C)(C)C. Given the product [C:1]([O:5][C:6]([NH:8][CH2:9][C@H:10]1[CH2:15][CH2:14][C@H:13]([C:16]([NH:18][C@H:19]([C:37](=[O:50])[NH:38][C:39]2[CH:44]=[CH:43][C:42]([C:45]3[NH:49][N:48]=[N:47][N:46]=3)=[CH:41][CH:40]=2)[CH2:20][C:21]2[CH:22]=[CH:23][C:24]([CH3:36])=[C:25]([C:27]3[CH:28]=[CH:29][C:30]([C:33]([NH:51][CH:52]4[CH2:53][CH2:54][N:55]([C:58]([O:60][C:61]([CH3:64])([CH3:63])[CH3:62])=[O:59])[CH2:56][CH2:57]4)=[O:34])=[CH:31][CH:32]=3)[CH:26]=2)=[O:17])[CH2:12][CH2:11]1)=[O:7])([CH3:4])([CH3:2])[CH3:3], predict the reactants needed to synthesize it. (4) The reactants are: [CH:1]1([C:4]2[C:13]3[C:8](=[CH:9][CH:10]=[CH:11][CH:12]=3)[N:7]=[CH:6][CH:5]=2)[CH2:3][CH2:2]1.[Br:14][CH2:15][C:16]([NH2:18])=[O:17]. Given the product [Br-:14].[NH2:18][C:16](=[O:17])[CH2:15][N+:7]1[C:8]2[C:13](=[CH:12][CH:11]=[CH:10][CH:9]=2)[C:4]([CH:1]2[CH2:3][CH2:2]2)=[CH:5][CH:6]=1, predict the reactants needed to synthesize it. (5) Given the product [CH3:2][O:3][C:4](=[O:11])[C@H:5]([CH2:7][CH:8]([CH3:10])[CH3:9])[NH2:6], predict the reactants needed to synthesize it. The reactants are: Cl.[CH3:2][O:3][C:4](=[O:11])[C@H:5]([CH2:7][CH:8]([CH3:10])[CH3:9])[NH2:6].C(N(CC)CC)C.